Dataset: Catalyst prediction with 721,799 reactions and 888 catalyst types from USPTO. Task: Predict which catalyst facilitates the given reaction. (1) Reactant: Cl[C:2]1[C:11]([CH2:12][CH:13]2[CH2:18][CH2:17][O:16][CH2:15][CH2:14]2)=[C:10]([Cl:19])[C:9]2[C:4](=[CH:5][CH:6]=[C:7]([I:20])[CH:8]=2)[N:3]=1.[CH3:21][O-:22].[Na+]. Product: [Cl:19][C:10]1[C:9]2[C:4](=[CH:5][CH:6]=[C:7]([I:20])[CH:8]=2)[N:3]=[C:2]([O:22][CH3:21])[C:11]=1[CH2:12][CH:13]1[CH2:18][CH2:17][O:16][CH2:15][CH2:14]1. The catalyst class is: 11. (2) Reactant: Br[C:2]1[O:6][C:5]([CH2:7][N:8]2[C:16]3[C:11](=[CH:12][CH:13]=[CH:14][CH:15]=3)[C:10]3([C:20]4=[CH:21][C:22]5[O:26][CH2:25][O:24][C:23]=5[CH:27]=[C:19]4[O:18][CH2:17]3)[C:9]2=[O:28])=[CH:4][CH:3]=1.[CH3:29][S:30]([O-:32])=[O:31].[Na+].N1CCC[C@H]1C(O)=O. Product: [CH3:29][S:30]([C:2]1[O:6][C:5]([CH2:7][N:8]2[C:16]3[C:11](=[CH:12][CH:13]=[CH:14][CH:15]=3)[C:10]3([C:20]4=[CH:21][C:22]5[O:26][CH2:25][O:24][C:23]=5[CH:27]=[C:19]4[O:18][CH2:17]3)[C:9]2=[O:28])=[CH:4][CH:3]=1)(=[O:32])=[O:31]. The catalyst class is: 419.